From a dataset of Peptide-MHC class II binding affinity with 134,281 pairs from IEDB. Regression. Given a peptide amino acid sequence and an MHC pseudo amino acid sequence, predict their binding affinity value. This is MHC class II binding data. (1) The peptide sequence is DHGGACGYKDVDKPP. The MHC is HLA-DPA10201-DPB10101 with pseudo-sequence HLA-DPA10201-DPB10101. The binding affinity (normalized) is 0.0176. (2) The peptide sequence is SSYAATEVANAAAAS. The MHC is HLA-DPA10103-DPB10401 with pseudo-sequence HLA-DPA10103-DPB10401. The binding affinity (normalized) is 0.176. (3) The peptide sequence is LGHRDALEDDLLNRN. The MHC is DRB1_1602 with pseudo-sequence DRB1_1602. The binding affinity (normalized) is 0. (4) The peptide sequence is SLFSLLLVIISHNLG. The MHC is H-2-IAb with pseudo-sequence H-2-IAb. The binding affinity (normalized) is 0.0718. (5) The peptide sequence is GELQIVDKPDAAFKI. The MHC is DRB3_0202 with pseudo-sequence DRB3_0202. The binding affinity (normalized) is 0.155. (6) The peptide sequence is FNFSQDDLLTEDVMI. The MHC is DRB1_0301 with pseudo-sequence DRB1_0301. The binding affinity (normalized) is 0.0731. (7) The peptide sequence is GKPTGAGPKDNGGAC. The MHC is HLA-DQA10501-DQB10301 with pseudo-sequence HLA-DQA10501-DQB10301. The binding affinity (normalized) is 0.431. (8) The peptide sequence is ALRVIAGALEVHAVK. The MHC is HLA-DQA10103-DQB10603 with pseudo-sequence HLA-DQA10103-DQB10603. The binding affinity (normalized) is 0.388. (9) The MHC is DRB4_0103 with pseudo-sequence DRB4_0103. The peptide sequence is QAVMEMTYKNKVVKV. The binding affinity (normalized) is 0.714.